This data is from Catalyst prediction with 721,799 reactions and 888 catalyst types from USPTO. The task is: Predict which catalyst facilitates the given reaction. Reactant: [C:1]([O:5][C:6]([N:8]1[C@H:15]([CH2:16][NH:17]CC2C=CC=CC=2)[CH2:14][C@H:13]2[C@@H:9]1[CH2:10][CH2:11][CH2:12]2)=[O:7])([CH3:4])([CH3:3])[CH3:2]. Product: [C:1]([O:5][C:6]([N:8]1[C@H:15]([CH2:16][NH2:17])[CH2:14][C@H:13]2[C@@H:9]1[CH2:10][CH2:11][CH2:12]2)=[O:7])([CH3:4])([CH3:3])[CH3:2]. The catalyst class is: 29.